Dataset: Full USPTO retrosynthesis dataset with 1.9M reactions from patents (1976-2016). Task: Predict the reactants needed to synthesize the given product. Given the product [C:1]([O:5][C:6](=[O:37])[C:7]([NH2:23])([CH3:22])[CH2:8][C@@H:9]1[CH2:13][CH2:12][C@@H:11]([NH:14][C:15]([O:17][C:18]([CH3:21])([CH3:20])[CH3:19])=[O:16])[CH2:10]1)([CH3:2])([CH3:4])[CH3:3], predict the reactants needed to synthesize it. The reactants are: [C:1]([O:5][C:6](=[O:37])[C:7]([N:23]=C(C1C=CC=CC=1)C1C=CC=CC=1)([CH3:22])[CH2:8][C@@H:9]1[CH2:13][CH2:12][C@@H:11]([NH:14][C:15]([O:17][C:18]([CH3:21])([CH3:20])[CH3:19])=[O:16])[CH2:10]1)([CH3:4])([CH3:3])[CH3:2].[H][H].